This data is from Forward reaction prediction with 1.9M reactions from USPTO patents (1976-2016). The task is: Predict the product of the given reaction. (1) Given the reactants F[P-](F)(F)(F)(F)F.Br[P+](N1CCCC1)(N1CCCC1)N1CCCC1.C1(C(C2C=CC=CC=2)(C2C=CC=CC=2)[N:32]2[CH:36]=[C:35]([CH2:37][O:38][CH:39]3[CH2:44][CH2:43][NH:42][CH2:41][CH2:40]3)[N:34]=[CH:33]2)C=CC=CC=1.[C:57]1([CH:63]([CH3:68])[CH2:64][C:65](O)=[O:66])[CH:62]=[CH:61][CH:60]=[CH:59][CH:58]=1.CCN(C(C)C)C(C)C, predict the reaction product. The product is: [NH:32]1[CH:36]=[C:35]([CH2:37][O:38][CH:39]2[CH2:40][CH2:41][N:42]([C:65](=[O:66])[CH2:64][CH:63]([C:57]3[CH:62]=[CH:61][CH:60]=[CH:59][CH:58]=3)[CH3:68])[CH2:43][CH2:44]2)[N:34]=[CH:33]1. (2) Given the reactants [N+:1]([C:4]1[CH:5]=[C:6]([OH:10])[CH:7]=[CH:8][CH:9]=1)([O-:3])=[O:2].C(=O)([O-])[O-].[Cs+].[Cs+].[CH3:17][O:18][C:19](=[O:22])[CH2:20]Br.O, predict the reaction product. The product is: [CH3:17][O:18][C:19](=[O:22])[CH2:20][O:10][C:6]1[CH:7]=[CH:8][CH:9]=[C:4]([N+:1]([O-:3])=[O:2])[CH:5]=1. (3) Given the reactants C([N-]C(C)C)(C)C.[Li+].[CH3:9][O:10][C:11]1[CH:12]=[C:13]([S:17][C:18]2[C:26](CC)=[C:25](CC)[CH:24]=[CH:23][C:19]=2[C:20](N)=[O:21])[CH:14]=[CH:15][CH:16]=1.CO, predict the reaction product. The product is: [CH3:9][O:10][C:11]1[C:12]2[C:20](=[O:21])[C:19]3[C:18](=[CH:26][CH:25]=[CH:24][CH:23]=3)[S:17][C:13]=2[CH:14]=[CH:15][CH:16]=1.